Dataset: Forward reaction prediction with 1.9M reactions from USPTO patents (1976-2016). Task: Predict the product of the given reaction. Given the reactants [CH3:1][C:2]1[N:7]=[C:6]([SH:8])[N:5]=[C:4]([OH:9])[CH:3]=1.C(=O)([O-])[O-].[K+].[K+].[Br:16][C:17]1[CH:22]=[CH:21][CH:20]=[C:19]([CH2:23]Br)[C:18]=1[Cl:25], predict the reaction product. The product is: [Br:16][C:17]1[C:18]([Cl:25])=[C:19]([CH2:23][S:8][C:6]2[N:5]=[C:4]([OH:9])[CH:3]=[C:2]([CH3:1])[N:7]=2)[CH:20]=[CH:21][CH:22]=1.